This data is from Reaction yield outcomes from USPTO patents with 853,638 reactions. The task is: Predict the reaction yield, written as a fraction of the theoretical maximum amount of product (1.0 means a 100% yield; for example, 0.34 means a 34% yield). (1) The reactants are [CH:1]1([NH:4][C:5]2[C:10]([C:11]#[N:12])=[CH:9][N:8]=[CH:7][CH:6]=2)[CH2:3][CH2:2]1.Br[CH2:14][C:15]([O:17][CH3:18])=[O:16].[H-].[Na+].[H][H]. No catalyst specified. The product is [CH3:18][O:17][C:15]([C:14]1[N:4]([CH:1]2[CH2:2][CH2:3]2)[C:5]2[CH:6]=[CH:7][N:8]=[CH:9][C:10]=2[C:11]=1[NH2:12])=[O:16]. The yield is 0.503. (2) The reactants are [Cl:1][C:2]1[CH:3]=[C:4]2[CH:10]=[CH:9][NH:8][C:5]2=[N:6][CH:7]=1.[OH-].[K+].[CH2:13]([O:20][C:21](=[O:33])[NH:22][C:23]1[CH:28]=[CH:27][C:26]([F:29])=[C:25]([CH:30]=[O:31])[C:24]=1[F:32])[C:14]1[CH:19]=[CH:18][CH:17]=[CH:16][CH:15]=1.Cl. The catalyst is CO. The product is [CH2:13]([O:20][C:21](=[O:33])[NH:22][C:23]1[CH:28]=[CH:27][C:26]([F:29])=[C:25]([CH:30]([C:10]2[C:4]3[C:5](=[N:6][CH:7]=[C:2]([Cl:1])[CH:3]=3)[NH:8][CH:9]=2)[OH:31])[C:24]=1[F:32])[C:14]1[CH:19]=[CH:18][CH:17]=[CH:16][CH:15]=1. The yield is 0.460. (3) The reactants are [Si]([O:8][CH2:9][C@H:10]([NH:20][S@@](C(C)(C)C)=O)[C:11]1[CH:16]=[CH:15][C:14]([S:17][CH2:18][CH3:19])=[CH:13][CH:12]=1)(C(C)(C)C)(C)C.[ClH:27]. The catalyst is C(Cl)Cl. The product is [ClH:27].[NH2:20][C@H:10]([C:11]1[CH:16]=[CH:15][C:14]([S:17][CH2:18][CH3:19])=[CH:13][CH:12]=1)[CH2:9][OH:8]. The yield is 1.00. (4) The reactants are [S:1]1[CH:5]=[C:4]([NH:6][C:7](=[O:13])[O:8][C:9]([CH3:12])([CH3:11])[CH3:10])[N:3]=[CH:2]1.C[Si](C)(C)[N-][Si](C)(C)C.[Li+].[C:24]([C:26]1[CH:27]=[C:28]([S:33](Cl)(=[O:35])=[O:34])[CH:29]=[CH:30][C:31]=1[F:32])#[N:25].[Cl-].[NH4+]. The catalyst is O1CCCC1. The product is [C:24]([C:26]1[CH:27]=[C:28]([S:33]([N:6]([C:4]2[N:3]=[CH:2][S:1][CH:5]=2)[C:7](=[O:13])[O:8][C:9]([CH3:10])([CH3:12])[CH3:11])(=[O:35])=[O:34])[CH:29]=[CH:30][C:31]=1[F:32])#[N:25]. The yield is 0.540. (5) The reactants are OS(O)(=O)=O.[C:6]([OH:9])(=O)[CH3:7].[CH3:10][CH:11]([CH2:14]CC#N)[C:12]#[N:13].C([O-])([O-])=[O:19].[Na+].[Na+]. The yield is 0.670. The catalyst is O. The product is [CH3:10][CH:11]1[CH2:14][CH2:7][C:6](=[O:9])[NH:13][C:12]1=[O:19]. (6) The reactants are [CH3:1][C:2]1[CH:3]=[C:4]([N:9]([CH2:23][CH2:24][C:25]2[CH:30]=[CH:29][C:28]([C:31]([F:34])([F:33])[F:32])=[CH:27][N:26]=2)[C:10]([C@@H:12]([O:19]C(=O)C)[C:13]2[CH:18]=[CH:17][CH:16]=[CH:15][CH:14]=2)=[O:11])[CH:5]=[CH:6][C:7]=1[CH3:8].O.[OH-].[Li+]. The catalyst is O1CCCC1.O. The product is [CH3:1][C:2]1[CH:3]=[C:4]([N:9]([CH2:23][CH2:24][C:25]2[CH:30]=[CH:29][C:28]([C:31]([F:33])([F:34])[F:32])=[CH:27][N:26]=2)[C:10](=[O:11])[C@@H:12]([OH:19])[C:13]2[CH:18]=[CH:17][CH:16]=[CH:15][CH:14]=2)[CH:5]=[CH:6][C:7]=1[CH3:8]. The yield is 0.930.